Dataset: Catalyst prediction with 721,799 reactions and 888 catalyst types from USPTO. Task: Predict which catalyst facilitates the given reaction. (1) Reactant: [NH:1]1[CH:5]=[C:4]([C:6]#[N:7])[N:3]=[CH:2]1.F[C:9]1[CH:14]=[CH:13][C:12]([N+:15]([O-:17])=[O:16])=[CH:11][C:10]=1[O:18][CH3:19].C([O-])([O-])=O.[K+].[K+]. Product: [CH3:19][O:18][C:10]1[CH:11]=[C:12]([N+:15]([O-:17])=[O:16])[CH:13]=[CH:14][C:9]=1[N:1]1[CH:5]=[C:4]([C:6]#[N:7])[N:3]=[CH:2]1. The catalyst class is: 31. (2) Reactant: [N+:1]([C:4]1[CH:10]=[CH:9][C:7]([NH2:8])=[CH:6][CH:5]=1)([O-:3])=[O:2].CCN(CC)CC.[CH3:18][S:19](Cl)(=[O:21])=[O:20]. Product: [CH3:18][S:19]([N:8]([S:19]([CH3:18])(=[O:21])=[O:20])[C:7]1[CH:9]=[CH:10][C:4]([N+:1]([O-:3])=[O:2])=[CH:5][CH:6]=1)(=[O:21])=[O:20]. The catalyst class is: 2.